From a dataset of Reaction yield outcomes from USPTO patents with 853,638 reactions. Predict the reaction yield, written as a fraction of the theoretical maximum amount of product (1.0 means a 100% yield; for example, 0.34 means a 34% yield). (1) The reactants are [N:1]1[CH:6]=[CH:5][C:4]([C:7]2[CH:15]=[CH:14][C:10]([C:11]([O-:13])=O)=[CH:9][CH:8]=2)=[CH:3][CH:2]=1.[Na+].C(Cl)(=O)C(Cl)=O.[C:23]([O:27][C:28]([NH:30][C:31]1[CH:36]=[CH:35][N:34]=[CH:33][C:32]=1[NH2:37])=[O:29])([CH3:26])([CH3:25])[CH3:24].[OH-].[Na+]. The catalyst is C(Cl)Cl.O1CCCC1.C(OCC)(=O)C.N1C=CC=CC=1.CN(C)C=O. The product is [C:23]([O:27][C:28]([NH:30][C:31]1[CH:36]=[CH:35][N:34]=[CH:33][C:32]=1[NH:37][C:11](=[O:13])[C:10]1[CH:9]=[CH:8][C:7]([C:4]2[CH:3]=[CH:2][N:1]=[CH:6][CH:5]=2)=[CH:15][CH:14]=1)=[O:29])([CH3:26])([CH3:24])[CH3:25]. The yield is 0.100. (2) The reactants are [CH3:1][C:2]1([CH3:21])[CH2:6][CH2:5][C:4](=[O:7])[N:3]1[C:8]1[S:9][CH:10]=[C:11]([C:13]2[CH:20]=[CH:19][C:16]([C:17]#[N:18])=[CH:15][CH:14]=2)[N:12]=1.[B-](F)(F)(F)[F:23].[B-](F)(F)(F)F.C1[N+]2(CCl)CC[N+](F)(CC2)C1. The catalyst is C(#N)C.C(OCC)(=O)C. The product is [CH3:1][C:2]1([CH3:21])[CH2:6][CH2:5][C:4](=[O:7])[N:3]1[C:8]1[S:9][C:10]([F:23])=[C:11]([C:13]2[CH:20]=[CH:19][C:16]([C:17]#[N:18])=[CH:15][CH:14]=2)[N:12]=1. The yield is 0.320. (3) The reactants are FC(F)(F)S(O[CH2:7][C:8]([C:11]1[CH:16]=[CH:15][C:14]([CH:17]([F:19])[F:18])=[CH:13][N:12]=1)([F:10])[F:9])(=O)=O.[NH:22]1[CH2:27][CH2:26][CH:25]([NH:28][C:29]2[C:30]3[CH:37]=[CH:36][N:35]([S:38]([C:41]4[CH:47]=[CH:46][C:44]([CH3:45])=[CH:43][CH:42]=4)(=[O:40])=[O:39])[C:31]=3[N:32]=[CH:33][N:34]=2)[CH2:24][CH2:23]1.CCN(C(C)C)C(C)C. The catalyst is C(Cl)Cl.CN(C=O)C. The product is [F:19][CH:17]([F:18])[C:14]1[CH:15]=[CH:16][C:11]([C:8]([F:9])([F:10])[CH2:7][N:22]2[CH2:27][CH2:26][CH:25]([NH:28][C:29]3[C:30]4[CH:37]=[CH:36][N:35]([S:38]([C:41]5[CH:47]=[CH:46][C:44]([CH3:45])=[CH:43][CH:42]=5)(=[O:40])=[O:39])[C:31]=4[N:32]=[CH:33][N:34]=3)[CH2:24][CH2:23]2)=[N:12][CH:13]=1. The yield is 0.700. (4) The product is [CH3:7][C:4]1[CH:3]=[C:2]([B:12]2[O:16][C:15]([CH3:18])([CH3:17])[C:14]([CH3:20])([CH3:19])[O:13]2)[S:6][N:5]=1. The yield is 0.830. The reactants are I[C:2]1[S:6][N:5]=[C:4]([CH3:7])[CH:3]=1.C(O[B:12]1[O:16][C:15]([CH3:18])([CH3:17])[C:14]([CH3:20])([CH3:19])[O:13]1)(C)C.[Cl-].[Li+].C([Mg+])(C)C.[Cl-].C(O)(=O)C. The catalyst is C1COCC1.CC(OC)(C)C. (5) The reactants are [Cl-].O[NH3+:3].[C:4](=[O:7])([O-])[OH:5].[Na+].CS(C)=O.[F:13][C:14]1[CH:15]=[C:16]([C:42]2[C:43]([C:48]#[N:49])=[CH:44][CH:45]=[CH:46][CH:47]=2)[CH:17]=[CH:18][C:19]=1[CH2:20][C:21]1[C:26](=[O:27])[N:25]([C:28]2[CH:33]=[CH:32][C:31]([O:34][CH:35]([CH3:37])[CH3:36])=[CH:30][CH:29]=2)[C:24]([CH3:38])=[N:23][C:22]=1[CH2:39][CH2:40][CH3:41]. The catalyst is C(OCC)(=O)C. The product is [F:13][C:14]1[CH:15]=[C:16]([C:42]2[CH:47]=[CH:46][CH:45]=[CH:44][C:43]=2[C:48]2[NH:3][C:4](=[O:7])[O:5][N:49]=2)[CH:17]=[CH:18][C:19]=1[CH2:20][C:21]1[C:26](=[O:27])[N:25]([C:28]2[CH:33]=[CH:32][C:31]([O:34][CH:35]([CH3:36])[CH3:37])=[CH:30][CH:29]=2)[C:24]([CH3:38])=[N:23][C:22]=1[CH2:39][CH2:40][CH3:41]. The yield is 0.700. (6) The product is [CH3:1][O:2][C:3]1[CH:8]=[CH:7][C:6]([NH2:9])=[C:5]([S:12][CH3:13])[CH:4]=1. The catalyst is CCOC(C)=O.CCO.[Pd]. The yield is 0.610. The reactants are [CH3:1][O:2][C:3]1[CH:8]=[CH:7][C:6]([N+:9]([O-])=O)=[C:5]([S:12][CH3:13])[CH:4]=1. (7) The reactants are Br[CH2:2][CH2:3][CH2:4][OH:5].CN(C)C=O.[CH3:11][O:12][C:13](=[O:21])[C:14]1[CH:19]=[CH:18][C:17]([OH:20])=[CH:16][CH:15]=1.C(=O)([O-])[O-].[K+].[K+]. The catalyst is C(OCC)(=O)C. The product is [CH3:11][O:12][C:13](=[O:21])[C:14]1[CH:19]=[CH:18][C:17]([O:20][CH2:2][CH2:3][CH2:4][OH:5])=[CH:16][CH:15]=1. The yield is 0.300.